Dataset: Reaction yield outcomes from USPTO patents with 853,638 reactions. Task: Predict the reaction yield, written as a fraction of the theoretical maximum amount of product (1.0 means a 100% yield; for example, 0.34 means a 34% yield). (1) The reactants are [CH3:1][O:2][C:3]1[CH:8]=[C:7]([O:9][CH3:10])[N:6]=[C:5]([C:11]([NH2:13])=O)[N:4]=1.COC1C=CC(P2(SP(C3C=CC(OC)=CC=3)(=S)S2)=[S:23])=CC=1. The catalyst is C1COCC1. The product is [CH3:1][O:2][C:3]1[CH:8]=[C:7]([O:9][CH3:10])[N:6]=[C:5]([C:11](=[S:23])[NH2:13])[N:4]=1. The yield is 0.720. (2) The reactants are [C:1]([O:5][C:6](=[O:15])[CH2:7]/[N:8]=[CH:9]/[CH2:10][C:11]([CH3:14])([CH3:13])[CH3:12])([CH3:4])([CH3:3])[CH3:2].[Cl:16][C:17]1[C:22]([F:23])=[CH:21][C:20](/[C:24](=[CH:27]/[C:28]2[CH:33]=[CH:32][CH:31]=[C:30]([Cl:34])[C:29]=2F)/[C:25]#[N:26])=[C:19]([F:36])[CH:18]=1.C(N(CC)CC)C.C1CCN2C(=NCCC2)CC1. The catalyst is ClCCl.C(O)(C)(C)C. The product is [C:1]([O:5][C:6]([CH:7]1[CH:27]([C:28]2[CH:33]=[CH:32][CH:31]=[C:30]([Cl:34])[CH:29]=2)[C:24]([C:20]2[CH:21]=[C:22]([F:23])[C:17]([Cl:16])=[CH:18][C:19]=2[F:36])([C:25]#[N:26])[CH:9]([CH2:10][C:11]([CH3:14])([CH3:13])[CH3:12])[NH:8]1)=[O:15])([CH3:4])([CH3:3])[CH3:2]. The yield is 0.690. (3) The reactants are [C:1]([N:20]1[CH:24]=[C:23]([C:25]([OH:27])=O)[N:22]=[CH:21]1)([C:14]1[CH:19]=[CH:18][CH:17]=[CH:16][CH:15]=1)([C:8]1[CH:13]=[CH:12][CH:11]=[CH:10][CH:9]=1)[C:2]1[CH:7]=[CH:6][CH:5]=[CH:4][CH:3]=1.CCN=C=NCCCN(C)C.Cl.[CH3:40][NH:41][O:42][CH3:43].O. The catalyst is ClCCl. The product is [O:42]([N:41]([CH3:40])[C:25]([C:23]1[N:22]=[CH:21][N:20]([C:1]([C:2]2[CH:7]=[CH:6][CH:5]=[CH:4][CH:3]=2)([C:8]2[CH:9]=[CH:10][CH:11]=[CH:12][CH:13]=2)[C:14]2[CH:15]=[CH:16][CH:17]=[CH:18][CH:19]=2)[CH:24]=1)=[O:27])[CH3:43]. The yield is 1.00. (4) The reactants are [S:1]1[C:12]2[C:4](=[CH:5][CH:6]=[C:7]3[C:11]=2[CH2:10][C:9](=[O:13])[NH:8]3)[N:3]=[CH:2]1.C(O[CH:19](OC(C)(C)C)[N:20](C)[CH3:21])(C)(C)C.[CH3:28]N(C=O)C. The catalyst is CCOCC. The product is [CH3:19][N:20]([CH3:21])[CH:10]1[C:11]2[C:7](=[CH:6][CH:5]=[C:4]3[C:12]=2[S:1](=[CH2:28])[CH:2]=[N:3]3)[NH:8][C:9]1=[O:13]. The yield is 0.770. (5) The reactants are C([O:8][C:9]1[CH:14]=[CH:13][C:12]([NH:15][C:16]([NH:18][C:19]2[CH:24]=[CH:23][C:22]([O:25][C:26]3[C:27]4[N:34]([CH3:35])[CH:33]=[CH:32][C:28]=4[N:29]=[CH:30][N:31]=3)=[CH:21][C:20]=2[F:36])=[O:17])=[CH:11][C:10]=1[C:37]([F:40])([F:39])[F:38])C1C=CC=CC=1.C1CC=CCC=1. The catalyst is [C].[Pd].C(O)C. The product is [F:36][C:20]1[CH:21]=[C:22]([O:25][C:26]2[C:27]3[N:34]([CH3:35])[CH:33]=[CH:32][C:28]=3[N:29]=[CH:30][N:31]=2)[CH:23]=[CH:24][C:19]=1[NH:18][C:16]([NH:15][C:12]1[CH:13]=[CH:14][C:9]([OH:8])=[C:10]([C:37]([F:39])([F:38])[F:40])[CH:11]=1)=[O:17]. The yield is 0.290. (6) The catalyst is CO.[Pd]. The product is [CH2:1]([C:3]([C:14]1[CH:19]=[CH:18][C:17]([CH2:20][CH2:21][CH:22]([O:33][C:34](=[O:36])[CH3:35])[C:23]([CH3:24])([CH3:32])[CH3:28])=[C:16]([CH3:37])[CH:15]=1)([C:6]1[CH:11]=[CH:10][C:9]([OH:12])=[C:8]([CH3:13])[CH:7]=1)[CH2:4][CH3:5])[CH3:2]. The reactants are [CH2:1]([C:3]([C:14]1[CH:19]=[CH:18][C:17]([C:20]#[C:21][CH:22]([O:33][C:34](=[O:36])[CH3:35])[C:23]([CH3:32])([C:28](F)(F)F)[C:24](F)(F)F)=[C:16]([CH3:37])[CH:15]=1)([C:6]1[CH:11]=[CH:10][C:9]([OH:12])=[C:8]([CH3:13])[CH:7]=1)[CH2:4][CH3:5])[CH3:2]. The yield is 0.910. (7) The yield is 0.0623. The product is [ClH:46].[F:23][C:17]1[CH:18]=[CH:19][CH:20]=[C:21]([F:22])[C:16]=1[O:15][C:3]1[C:2]([S:37][C:31]2[CH:36]=[CH:35][CH:34]=[CH:33][CH:32]=2)=[CH:7][N:6]=[C:5]([NH:8][C:9]2[S:10][CH:11]=[C:12]([CH3:14])[N:13]=2)[CH:4]=1. The catalyst is C1COCC1. The reactants are Br[C:2]1[C:3]([O:15][C:16]2[C:21]([F:22])=[CH:20][CH:19]=[CH:18][C:17]=2[F:23])=[CH:4][C:5]([NH:8][C:9]2[S:10][CH:11]=[C:12]([CH3:14])[N:13]=2)=[N:6][CH:7]=1.C[Li].C([Li])CCC.[C:31]1([S:37][S:37][C:31]2[CH:36]=[CH:35][CH:34]=[CH:33][CH:32]=2)[CH:36]=[CH:35][CH:34]=[CH:33][CH:32]=1.[NH4+].[Cl-:46]. (8) The reactants are [N:1]([CH2:4][C@@H:5]1[O:14][C@@:8]2([C:15]([O:17][CH3:18])=[O:16])[O:9][C:10]([CH3:13])([CH3:12])[O:11][CH:7]2[C@@H:6]1[OH:19])=[N+]=[N-]. The catalyst is CO. The product is [NH2:1][CH2:4][C@@H:5]1[O:14][C@@:8]2([C:15]([O:17][CH3:18])=[O:16])[O:9][C:10]([CH3:12])([CH3:13])[O:11][CH:7]2[C@@H:6]1[OH:19]. The yield is 0.910. (9) The reactants are [Br:1][C:2]1[CH:7]=[C:6]([O:8]C)[CH:5]=[C:4]([I:10])[CH:3]=1.Br. The catalyst is C(O)(=O)C.[Br-].C([N+](CCCC)(CCCC)CCCC)CCC. The product is [Br:1][C:2]1[CH:7]=[C:6]([OH:8])[CH:5]=[C:4]([I:10])[CH:3]=1. The yield is 0.960. (10) The reactants are [Cl-].[Li+].BrCCBr.I[CH:8]1[CH2:11][N:10]([C:12]([O:14][C:15]([CH3:18])([CH3:17])[CH3:16])=[O:13])[CH2:9]1.[Cl:19][C:20]1[C:21]([F:33])=[C:22](I)[C:23]([O:29][CH2:30][CH3:31])=[C:24]([C:26](=[O:28])[CH3:27])[CH:25]=1. The catalyst is O1CCCC1.[Zn].C([O-])(=O)C.[Pd+2].C([O-])(=O)C.Cl[Si](C)(C)C.II.C1(P(C2CCCCC2)C2C=CC=CC=2C2C(N(C)C)=CC=CC=2N(C)C)CCCCC1.C1(C)C=CC=CC=1. The product is [C:26]([C:24]1[C:23]([O:29][CH2:30][CH3:31])=[C:22]([CH:8]2[CH2:11][N:10]([C:12]([O:14][C:15]([CH3:18])([CH3:17])[CH3:16])=[O:13])[CH2:9]2)[C:21]([F:33])=[C:20]([Cl:19])[CH:25]=1)(=[O:28])[CH3:27]. The yield is 0.450.